Dataset: Reaction yield outcomes from USPTO patents with 853,638 reactions. Task: Predict the reaction yield, written as a fraction of the theoretical maximum amount of product (1.0 means a 100% yield; for example, 0.34 means a 34% yield). (1) The product is [C:4]([C:6]1[C:11](=[O:12])[CH:10]=[CH:9][N:8]([C:13]2[CH:18]=[CH:17][CH:16]=[C:15]([C:19]([F:20])([F:21])[F:22])[CH:14]=2)[N:7]=1)(=[O:5])[CH2:24][CH3:25]. The catalyst is C1COCC1. The reactants are CON(C)[C:4]([C:6]1[C:11](=[O:12])[CH:10]=[CH:9][N:8]([C:13]2[CH:18]=[CH:17][CH:16]=[C:15]([C:19]([F:22])([F:21])[F:20])[CH:14]=2)[N:7]=1)=[O:5].[CH3:24][CH2:25][Mg+].[Br-]. The yield is 0.740. (2) The reactants are [Br:1][C:2]1[CH:7]=[CH:6][C:5]([C:8]2[NH:9][CH:10]=[CH:11][N:12]=2)=[CH:4][CH:3]=1.CCN(C(C)C)C(C)C.Cl[C:23]([O:25][CH2:26][CH:27]([CH3:29])[CH3:28])=[O:24]. The catalyst is C1COCC1. The product is [Br:1][C:2]1[CH:3]=[CH:4][C:5]([C:8]2[N:12]([C:23]([O:25][CH2:26][CH:27]([CH3:29])[CH3:28])=[O:24])[CH:11]=[CH:10][N:9]=2)=[CH:6][CH:7]=1. The yield is 0.460. (3) The product is [NH:12]1[C:13]2[C:18](=[CH:17][CH:16]=[CH:15][CH:14]=2)[C:10]([C:8](=[O:9])[CH:32]([NH:31][C:30]2[CH:41]=[CH:42][CH:43]=[C:28]([O:27][CH3:26])[CH:29]=2)[C:33]2[CH:34]=[N:35][C:36]([O:39][CH3:40])=[N:37][CH:38]=2)=[CH:11]1. The catalyst is [Cl-].C([N+]1C(C)=C(CCO)SC=1)C1C=CC=CC=1.C(O)C. The yield is 0.240. The reactants are C(N(CC)CC)C.[CH:8]([C:10]1[C:18]2[C:13](=[CH:14][CH:15]=[CH:16][CH:17]=2)[N:12](C(OC(C)(C)C)=O)[CH:11]=1)=[O:9].[CH3:26][O:27][C:28]1[CH:29]=[C:30]([CH:41]=[CH:42][CH:43]=1)[N:31]=[CH:32][C:33]1[CH:34]=[N:35][C:36]([O:39][CH3:40])=[N:37][CH:38]=1. (4) The yield is 0.800. The catalyst is O.C1C=CC(P(C2C=CC=CC=2)[C-]2C=CC=C2)=CC=1.C1C=CC(P(C2C=CC=CC=2)[C-]2C=CC=C2)=CC=1.Cl[Pd]Cl.[Fe+2].O1CCCC1. The product is [CH3:24][C:17]1([CH3:23])[CH2:16][C:15]2[S:14][C:13]3[C:12](=[O:25])[N:11]([C:6]4[CH:7]=[C:8]([F:10])[CH:9]=[C:2]([C:31]5[CH:30]=[C:29]([NH:42][C:43]6[CH:48]=[CH:47][C:46]([N:49]7[CH2:54][CH2:53][N:52]([CH:55]8[CH2:56][O:57][CH2:58]8)[CH2:51][C@@H:50]7[CH3:59])=[CH:45][N:44]=6)[C:28](=[O:60])[N:27]([CH3:26])[CH:32]=5)[C:3]=4[CH:4]=[O:5])[N:22]=[CH:21][C:20]=3[C:19]=2[CH2:18]1. The reactants are Br[C:2]1[CH:9]=[C:8]([F:10])[CH:7]=[C:6]([N:11]2[N:22]=[CH:21][C:20]3[C:19]4[CH2:18][C:17]([CH3:24])([CH3:23])[CH2:16][C:15]=4[S:14][C:13]=3[C:12]2=[O:25])[C:3]=1[CH:4]=[O:5].[CH3:26][N:27]1[CH:32]=[C:31](B2OC(C)(C)C(C)(C)O2)[CH:30]=[C:29]([NH:42][C:43]2[CH:48]=[CH:47][C:46]([N:49]3[CH2:54][CH2:53][N:52]([CH:55]4[CH2:58][O:57][CH2:56]4)[CH2:51][C@@H:50]3[CH3:59])=[CH:45][N:44]=2)[C:28]1=[O:60].[O-]P([O-])([O-])=O.[K+].[K+].[K+].